Dataset: Reaction yield outcomes from USPTO patents with 853,638 reactions. Task: Predict the reaction yield, written as a fraction of the theoretical maximum amount of product (1.0 means a 100% yield; for example, 0.34 means a 34% yield). (1) The reactants are [CH2:1]([N:8]1[CH2:12][C@H:11]([OH:13])[C@H:10]([NH:14][C:15](=[O:21])[O:16][C:17]([CH3:20])([CH3:19])[CH3:18])[CH2:9]1)[C:2]1[CH:7]=[CH:6][CH:5]=[CH:4][CH:3]=1.[N+:22]([C:25]1[CH:33]=[CH:32][C:28]([C:29](O)=[O:30])=[CH:27][CH:26]=1)([O-:24])=[O:23].C1(P(C2C=CC=CC=2)C2C=CC=CC=2)C=CC=CC=1.N(C(OCC)=O)=NC(OCC)=O. The catalyst is C(Cl)Cl.C1COCC1. The product is [N+:22]([C:25]1[CH:26]=[CH:27][C:28]([C:29]([O:13][C@H:11]2[C@H:10]([NH:14][C:15]([O:16][C:17]([CH3:18])([CH3:20])[CH3:19])=[O:21])[CH2:9][N:8]([CH2:1][C:2]3[CH:3]=[CH:4][CH:5]=[CH:6][CH:7]=3)[CH2:12]2)=[O:30])=[CH:32][CH:33]=1)([O-:24])=[O:23]. The yield is 0.730. (2) The reactants are Br[C:2]1[CH:3]=[CH:4][C:5]([O:8][CH:9]2[CH2:13][CH2:12][CH2:11][CH2:10]2)=[N:6][CH:7]=1.[B:14](OC(C)C)([O:19]C(C)C)[O:15]C(C)C.[Li]CCCC.Cl. The catalyst is O.C1(C)C=CC=CC=1.C1COCC1. The product is [CH:9]1([O:8][C:5]2[N:6]=[CH:7][C:2]([B:14]([OH:19])[OH:15])=[CH:3][CH:4]=2)[CH2:13][CH2:12][CH2:11][CH2:10]1. The yield is 0.460. (3) The reactants are [Cl:1][C:2]1[C:47]([F:48])=[CH:46][CH:45]=[CH:44][C:3]=1[CH2:4][NH:5][C:6](=[O:43])[N:7]([C@H:9]([CH2:27][O:28][C:29](=[O:42])[NH:30][C:31]1[N:32]=[CH:33][C:34]2[C:39]([CH:40]=1)=[CH:38][C:37]([F:41])=[CH:36][CH:35]=2)[CH2:10][CH2:11][C:12]([N:14]1[CH2:19][CH2:18][N:17](C(OC(C)(C)C)=O)[CH2:16][CH2:15]1)=[O:13])[CH3:8].Cl. The catalyst is CO. The product is [F:41][C:37]1[CH:38]=[C:39]2[C:34](=[CH:35][CH:36]=1)[CH:33]=[N:32][C:31]([NH:30][C:29](=[O:42])[O:28][CH2:27][C@@H:9]([N:7]([CH3:8])[C:6]([NH:5][CH2:4][C:3]1[CH:44]=[CH:45][CH:46]=[C:47]([F:48])[C:2]=1[Cl:1])=[O:43])[CH2:10][CH2:11][C:12](=[O:13])[N:14]1[CH2:19][CH2:18][NH:17][CH2:16][CH2:15]1)=[CH:40]2. The yield is 0.650. (4) The reactants are [CH2:1]([O:8][C:9]1[C:24]([O:25][CH3:26])=[CH:23][C:12]([CH2:13][C:14]2[C:22]3[C:17](=[N:18][CH:19]=[CH:20][CH:21]=3)[NH:16][CH:15]=2)=[C:11]([F:27])[CH:10]=1)[C:2]1[CH:7]=[CH:6][CH:5]=[CH:4][CH:3]=1.[H-].[Na+].[CH:30]([Si:33](Cl)([CH:37]([CH3:39])[CH3:38])[CH:34]([CH3:36])[CH3:35])([CH3:32])[CH3:31].O. The catalyst is CN(C)C=O. The product is [CH2:1]([O:8][C:9]1[C:24]([O:25][CH3:26])=[CH:23][C:12]([CH2:13][C:14]2[C:22]3[C:17](=[N:18][CH:19]=[CH:20][CH:21]=3)[N:16]([Si:33]([CH:37]([CH3:39])[CH3:38])([CH:34]([CH3:36])[CH3:35])[CH:30]([CH3:32])[CH3:31])[CH:15]=2)=[C:11]([F:27])[CH:10]=1)[C:2]1[CH:3]=[CH:4][CH:5]=[CH:6][CH:7]=1. The yield is 0.660. (5) The reactants are [F:1][C:2]1[CH:29]=[C:28]([F:30])[CH:27]=[CH:26][C:3]=1[O:4][C:5]1[N:10]=[CH:9][C:8]([NH:11][S:12]([CH2:15][CH3:16])(=[O:14])=[O:13])=[CH:7][C:6]=1B1OC(C)(C)C(C)(C)O1.Br[C:32]1[C:33]2[CH:42]=[CH:41][O:40][C:34]=2[C:35](=[O:39])[N:36]([CH3:38])[CH:37]=1.[O-]P([O-])([O-])=O.[K+].[K+].[K+]. The catalyst is O1CCOCC1.O.C1C=CC(P(C2C=CC=CC=2)[C-]2C=CC=C2)=CC=1.C1C=CC(P(C2C=CC=CC=2)[C-]2C=CC=C2)=CC=1.Cl[Pd]Cl.[Fe+2]. The product is [F:1][C:2]1[CH:29]=[C:28]([F:30])[CH:27]=[CH:26][C:3]=1[O:4][C:5]1[N:10]=[CH:9][C:8]([NH:11][S:12]([CH2:15][CH3:16])(=[O:13])=[O:14])=[CH:7][C:6]=1[C:32]1[C:33]2[CH:42]=[CH:41][O:40][C:34]=2[C:35](=[O:39])[N:36]([CH3:38])[CH:37]=1. The yield is 0.330. (6) The reactants are [O:1]1[C:5]2([CH2:10][CH2:9][CH2:8][C:7](=[O:11])[CH2:6]2)[O:4][CH2:3][CH2:2]1.[CH2:12](Br)[CH:13]=[CH2:14]. No catalyst specified. The product is [CH2:14]([C:7]1([OH:11])[CH2:8][CH2:9][CH2:10][C:5]2([O:4][CH2:3][CH2:2][O:1]2)[CH2:6]1)[CH:13]=[CH2:12]. The yield is 0.840. (7) The reactants are [F:1][C:2]1([F:38])[O:6][C:5]2[CH:7]=[CH:8][C:9]([C:11]3([C:14]([NH:16][C@H:17]4[C:26]5[C:21](=[CH:22][C:23]([OH:27])=[CH:24][CH:25]=5)[O:20][C@@H:19]([C:28]5[CH:29]=[C:30]([CH:35]=[CH:36][CH:37]=5)[C:31]([O:33][CH3:34])=[O:32])[CH2:18]4)=[O:15])[CH2:13][CH2:12]3)=[CH:10][C:4]=2[O:3]1.[CH3:39][O:40][CH2:41][CH2:42]O.C1(P(C2C=CC=CC=2)C2C=CC=CC=2)C=CC=CC=1.N(C(OC(C)(C)C)=O)=NC(OC(C)(C)C)=O. The catalyst is ClCCl. The product is [F:38][C:2]1([F:1])[O:6][C:5]2[CH:7]=[CH:8][C:9]([C:11]3([C:14]([NH:16][C@H:17]4[C:26]5[C:21](=[CH:22][C:23]([O:27][CH2:42][CH2:41][O:40][CH3:39])=[CH:24][CH:25]=5)[O:20][C@@H:19]([C:28]5[CH:29]=[C:30]([CH:35]=[CH:36][CH:37]=5)[C:31]([O:33][CH3:34])=[O:32])[CH2:18]4)=[O:15])[CH2:13][CH2:12]3)=[CH:10][C:4]=2[O:3]1. The yield is 0.900. (8) The reactants are [CH3:1][O:2][C:3]1[CH:31]=[CH:30][CH:29]=[CH:28][C:4]=1[O:5][C:6]1[CH:27]=[CH:26][C:9]([NH:10][C:11]2[C:20]3[C:15](=[CH:16][C:17]([OH:23])=[C:18]([O:21][CH3:22])[CH:19]=3)[N:14]=[CH:13][C:12]=2[C:24]#[N:25])=[CH:8][CH:7]=1.[Cl:32][CH2:33][CH2:34][CH2:35]Br.[O-]CCCC.[K+].O. The catalyst is CS(C)=O. The product is [CH3:1][O:2][C:3]1[CH:31]=[CH:30][CH:29]=[CH:28][C:4]=1[O:5][C:6]1[CH:27]=[CH:26][C:9]([NH:10][C:11]2[C:20]3[C:15](=[CH:16][C:17]([O:23][CH2:35][CH2:34][CH2:33][Cl:32])=[C:18]([O:21][CH3:22])[CH:19]=3)[N:14]=[CH:13][C:12]=2[C:24]#[N:25])=[CH:8][CH:7]=1. The yield is 0.770. (9) The reactants are [Br:1][C:2]1[CH:7]=[CH:6][N:5]=[C:4](F)[CH:3]=1.[CH3:9][CH:10]([CH3:13])[CH2:11][NH2:12]. The catalyst is CN1CCCC1=O.C(Cl)Cl. The product is [Br:1][C:2]1[CH:7]=[CH:6][N:5]=[C:4]([NH:12][CH2:11][CH:10]([CH3:13])[CH3:9])[CH:3]=1. The yield is 0.830.